This data is from Reaction yield outcomes from USPTO patents with 853,638 reactions. The task is: Predict the reaction yield, written as a fraction of the theoretical maximum amount of product (1.0 means a 100% yield; for example, 0.34 means a 34% yield). (1) The reactants are [CH3:1][O:2][C:3]([C:5]1[C:9]([N+:10]([O-:12])=[O:11])=[CH:8][NH:7][N:6]=1)=[O:4].C1(C)C=CC(S(O)(=O)=O)=CC=1.[O:24]1[CH:29]=[CH:28][CH2:27][CH2:26][CH2:25]1. The catalyst is C(Cl)(Cl)Cl.CCOCC. The product is [CH3:1][O:2][C:3]([C:5]1[C:9]([N+:10]([O-:12])=[O:11])=[CH:8][N:7]([CH:25]2[CH2:26][CH2:27][CH2:28][CH2:29][O:24]2)[N:6]=1)=[O:4]. The yield is 0.950. (2) The reactants are [CH2:1]([N:8]1[C:13](=[O:14])[CH:12]=[C:11]([N:15]=[CH:16][N:17]([CH3:19])[CH3:18])[N:10]([CH2:20][C:21]2[CH:26]=[CH:25][CH:24]=[CH:23][CH:22]=2)[C:9]1=[O:27])[C:2]1[CH:7]=[CH:6][CH:5]=[CH:4][CH:3]=1.[I:28]N1C(=O)CCC1=O. The catalyst is ClCCl. The product is [CH2:1]([N:8]1[C:13](=[O:14])[C:12]([I:28])=[C:11]([N:15]=[CH:16][N:17]([CH3:19])[CH3:18])[N:10]([CH2:20][C:21]2[CH:22]=[CH:23][CH:24]=[CH:25][CH:26]=2)[C:9]1=[O:27])[C:2]1[CH:7]=[CH:6][CH:5]=[CH:4][CH:3]=1. The yield is 0.930. (3) The reactants are [Cl:1][C:2]1[CH:3]=[CH:4][C:5]([CH:25]=[O:26])=[C:6]2[C:10]=1[N:9]=[C:8]1[N:11]([C:15]3[C:20]([Br:21])=[CH:19][C:18]([O:22][CH3:23])=[CH:17][C:16]=3[Br:24])[CH2:12][CH2:13][CH2:14][N:7]21.[CH2:27]([Mg]Br)[CH3:28]. The catalyst is O1CCCC1.[Cl-].[NH4+]. The product is [Cl:1][C:2]1[C:10]2[N:9]=[C:8]3[N:11]([C:15]4[C:16]([Br:24])=[CH:17][C:18]([O:22][CH3:23])=[CH:19][C:20]=4[Br:21])[CH2:12][CH2:13][CH2:14][N:7]3[C:6]=2[C:5]([CH:25]([OH:26])[CH2:27][CH3:28])=[CH:4][CH:3]=1. The yield is 0.920. (4) The reactants are [O:1]1[CH:5]=[CH:4][CH:3]=[C:2]1[C:6]1[O:7][C:8]([CH3:36])=[C:9]([CH2:11][O:12][C:13]2[CH:33]=[CH:32][C:16]([CH2:17][O:18][C:19]3[C:23]([CH:24]=[O:25])=[CH:22][N:21]([C:26]4[CH:31]=[CH:30][CH:29]=[CH:28][CH:27]=4)[N:20]=3)=[CH:15][C:14]=2[O:34][CH3:35])[N:10]=1.C1(C)C=CC(S([CH2:46][N+:47]#[C-:48])(=O)=O)=CC=1.C(=O)([O-])[O-].[K+].[K+].CO. The catalyst is O. The product is [O:1]1[CH:5]=[CH:4][CH:3]=[C:2]1[C:6]1[O:7][C:8]([CH3:36])=[C:9]([CH2:11][O:12][C:13]2[CH:33]=[CH:32][C:16]([CH2:17][O:18][C:19]3[C:23]([C:24]4[O:25][CH:48]=[N:47][CH:46]=4)=[CH:22][N:21]([C:26]4[CH:27]=[CH:28][CH:29]=[CH:30][CH:31]=4)[N:20]=3)=[CH:15][C:14]=2[O:34][CH3:35])[N:10]=1. The yield is 0.540. (5) The reactants are [CH3:1][CH:2]([CH3:22])[CH2:3][CH:4]([C:6]1[CH:11]=[CH:10][C:9]([C:12]2[CH:17]=[CH:16][C:15]([C:18]([F:21])([F:20])[F:19])=[CH:14][CH:13]=2)=[CH:8][CH:7]=1)[NH2:5].Cl[C:24]1[N:25]=[CH:26][C:27]([C:30]([O:32][CH3:33])=[O:31])=[N:28][CH:29]=1.C(N(C(C)C)CC)(C)C. The catalyst is CC(O)C. The product is [CH3:1][CH:2]([CH3:22])[CH2:3][CH:4]([NH:5][C:24]1[N:25]=[CH:26][C:27]([C:30]([O:32][CH3:33])=[O:31])=[N:28][CH:29]=1)[C:6]1[CH:11]=[CH:10][C:9]([C:12]2[CH:17]=[CH:16][C:15]([C:18]([F:19])([F:20])[F:21])=[CH:14][CH:13]=2)=[CH:8][CH:7]=1. The yield is 0.520. (6) The reactants are [S:1]1[CH:5]=[CH:4][C:3]([CH2:6][CH2:7][CH2:8][C:9]([OH:11])=O)=[CH:2]1.S(Cl)(Cl)=O. The catalyst is COCCOCCOC.N1C=CC=CC=1. The product is [S:1]1[C:2]2[C:9](=[O:11])[CH2:8][CH2:7][CH2:6][C:3]=2[CH:4]=[CH:5]1. The yield is 0.720. (7) The reactants are [NH2:1][CH2:2][C:3]1[CH:4]=[C:5]2[C:9](=[CH:10][CH:11]=1)[C:8](=[O:12])[N:7]([CH:13]1[CH2:18][CH2:17][C:16](=[O:19])[NH:15][C:14]1=[O:20])[CH2:6]2.S(O)(=O)(=O)C.[F:26][C:27]([F:42])([C:31]1[CH:36]=[CH:35][CH:34]=[CH:33][C:32]=1[O:37][C:38]([F:41])([F:40])[F:39])[C:28](O)=[O:29].C(N(C(C)C)CC)(C)C.F[P-](F)(F)(F)(F)F.CN(C(N(C)C)=[N+]1C2C(=NC=CC=2)[N+]([O-])=N1)C. The catalyst is CS(C)=O.CN(C)C=O. The product is [O:20]=[C:14]1[CH:13]([N:7]2[CH2:6][C:5]3[C:9](=[CH:10][CH:11]=[C:3]([CH2:2][NH:1][C:28](=[O:29])[C:27]([F:26])([F:42])[C:31]4[CH:36]=[CH:35][CH:34]=[CH:33][C:32]=4[O:37][C:38]([F:39])([F:40])[F:41])[CH:4]=3)[C:8]2=[O:12])[CH2:18][CH2:17][C:16](=[O:19])[NH:15]1. The yield is 0.679.